Dataset: Forward reaction prediction with 1.9M reactions from USPTO patents (1976-2016). Task: Predict the product of the given reaction. (1) Given the reactants [F:1][C:2]1[CH:11]=[C:10]([O:12][CH3:13])[CH:9]=[C:8]2[C:3]=1[C:4](O)=[N:5][CH:6]=[N:7]2.S(Cl)([Cl:17])=O.CN(C=O)C, predict the reaction product. The product is: [Cl:17][C:4]1[C:3]2[C:8](=[CH:9][C:10]([O:12][CH3:13])=[CH:11][C:2]=2[F:1])[N:7]=[CH:6][N:5]=1. (2) Given the reactants [CH:1]1[C:13]2[CH:12]([CH2:14][O:15][C:16]([NH:18][C@H:19]([C:28]([OH:30])=[O:29])[CH2:20][NH:21]C(OCC=C)=O)=[O:17])[C:11]3[C:6](=[CH:7][CH:8]=[CH:9][CH:10]=3)[C:5]=2[CH:4]=[CH:3][CH:2]=1.C1([SiH3])C=CC=CC=1, predict the reaction product. The product is: [NH2:21][CH2:20][C@@H:19]([C:28]([OH:30])=[O:29])[NH:18][C:16]([O:15][CH2:14][CH:12]1[C:11]2[CH:10]=[CH:9][CH:8]=[CH:7][C:6]=2[C:5]2[C:13]1=[CH:1][CH:2]=[CH:3][CH:4]=2)=[O:17].